Predict the reactants needed to synthesize the given product. From a dataset of Full USPTO retrosynthesis dataset with 1.9M reactions from patents (1976-2016). (1) The reactants are: [Br:1][C:2]1[N:3]=[C:4]([C:14]([CH3:17])([CH3:16])[CH3:15])[NH:5][C:6]=1[C:7]1[CH:12]=[CH:11][N:10]=[C:9](Cl)[N:8]=1.[C:18]([O:22][C:23](=[O:29])[NH:24][C@@H:25]([CH3:28])[CH2:26][NH2:27])([CH3:21])([CH3:20])[CH3:19].C(N(C(C)C)CC)(C)C. Given the product [Br:1][C:2]1[N:3]=[C:4]([C:14]([CH3:17])([CH3:16])[CH3:15])[NH:5][C:6]=1[C:7]1[CH:12]=[CH:11][N:10]=[C:9]([NH:27][CH2:26][C@@H:25]([NH:24][C:23](=[O:29])[O:22][C:18]([CH3:21])([CH3:20])[CH3:19])[CH3:28])[N:8]=1, predict the reactants needed to synthesize it. (2) Given the product [CH3:42][O:41][C:36]1[CH:37]=[CH:38][CH:39]=[CH:40][C:35]=1[C:9]#[C:8][C:10]1[N:11]=[C:12]([CH:15]2[CH2:20][CH2:19][N:18]([C:21](=[O:33])[CH2:22][N:23]3[C:27]([CH3:28])=[CH:26][C:25]([C:29]([F:30])([F:32])[F:31])=[N:24]3)[CH2:17][CH2:16]2)[S:13][CH:14]=1, predict the reactants needed to synthesize it. The reactants are: C(N(CC)CC)C.[C:8]([C:10]1[N:11]=[C:12]([CH:15]2[CH2:20][CH2:19][N:18]([C:21](=[O:33])[CH2:22][N:23]3[C:27]([CH3:28])=[CH:26][C:25]([C:29]([F:32])([F:31])[F:30])=[N:24]3)[CH2:17][CH2:16]2)[S:13][CH:14]=1)#[CH:9].I[C:35]1[CH:40]=[CH:39][CH:38]=[CH:37][C:36]=1[O:41][CH3:42].